This data is from Forward reaction prediction with 1.9M reactions from USPTO patents (1976-2016). The task is: Predict the product of the given reaction. (1) Given the reactants C(=O)([O-])[O-].[K+].[K+].FC(F)(F)C([N:11]1[CH2:14][CH:13]([C:15]([O:17][C:18]([CH3:21])([CH3:20])[CH3:19])=[O:16])[CH2:12]1)=O, predict the reaction product. The product is: [NH:11]1[CH2:12][CH:13]([C:15]([O:17][C:18]([CH3:21])([CH3:20])[CH3:19])=[O:16])[CH2:14]1. (2) Given the reactants [CH:1]1([NH:7][S:8]([C:11]2[C:20]3[C:15](=[CH:16][CH:17]=[CH:18][CH:19]=3)[C:14]([CH2:21]Br)=[CH:13][CH:12]=2)(=[O:10])=[O:9])[CH2:6][CH2:5][CH2:4][CH2:3][CH2:2]1.[C:23]1(=[O:33])[NH:27][C:26](=[O:28])[C:25]2=[CH:29][CH:30]=[CH:31][CH:32]=[C:24]12.[K], predict the reaction product. The product is: [CH:1]1([NH:7][S:8]([C:11]2[C:20]3[C:15](=[CH:16][CH:17]=[CH:18][CH:19]=3)[C:14]([CH2:21][N:27]3[C:23](=[O:33])[C:24]4[C:25](=[CH:29][CH:30]=[CH:31][CH:32]=4)[C:26]3=[O:28])=[CH:13][CH:12]=2)(=[O:10])=[O:9])[CH2:6][CH2:5][CH2:4][CH2:3][CH2:2]1. (3) Given the reactants [F:1][C:2]([F:26])([F:25])C1C=CC(OC(C2C=CC([C:2]([F:26])([F:25])[F:1])=CC=2)(C)C(O)=O)=CC=1.FC(F)(F)[C:29]1[CH:50]=[CH:49][CH:48]=[CH:47][C:30]=1[O:31][C:32]([C:37]1[CH:42]=[CH:41][CH:40]=[C:39]([C:43]([F:46])([F:45])[F:44])[CH:38]=1)([CH3:36])[C:33]([OH:35])=[O:34], predict the reaction product. The product is: [F:1][C:2]([F:26])([F:25])[C:49]1[CH:48]=[CH:47][C:30]([O:31][C:32]([C:37]2[CH:42]=[CH:41][CH:40]=[C:39]([C:43]([F:44])([F:45])[F:46])[CH:38]=2)([CH3:36])[C:33]([OH:35])=[O:34])=[CH:29][CH:50]=1. (4) Given the reactants [NH:1]1[C:9]2[C:4](=[CH:5][C:6]([O:10][C:11]3[C:20]4[C:15](=[CH:16][C:17]([O:23][CH2:24][C@@H:25]5[CH2:27][O:26]5)=[C:18]([O:21][CH3:22])[CH:19]=4)[N:14]=[CH:13][N:12]=3)=[CH:7][CH:8]=2)[CH:3]=[CH:2]1.[CH:28]([NH:31][CH:32]([CH3:34])[CH3:33])([CH3:30])[CH3:29], predict the reaction product. The product is: [OH:26][C@@H:25]([CH2:27][N:31]([CH:32]([CH3:34])[CH3:33])[CH:28]([CH3:30])[CH3:29])[CH2:24][O:23][C:17]1[CH:16]=[C:15]2[C:20]([C:11]([O:10][C:6]3[CH:5]=[C:4]4[C:9](=[CH:8][CH:7]=3)[NH:1][CH:2]=[CH:3]4)=[N:12][CH:13]=[N:14]2)=[CH:19][C:18]=1[O:21][CH3:22]. (5) Given the reactants Cl.Cl.[NH:3]1[CH2:6][CH:5]([N:7]2[C:11]3=[N:12][CH:13]=[N:14][C:15]([NH2:16])=[C:10]3[C:9]([C:17]3[CH:22]=[CH:21][C:20]([Cl:23])=[CH:19][CH:18]=3)=[N:8]2)[CH2:4]1.N1C=CC=CC=1.[CH2:30]([N:32]=[C:33]=[O:34])[CH3:31].CN(C)C=O, predict the reaction product. The product is: [CH2:30]([NH:32][C:33]([N:3]1[CH2:4][CH:5]([N:7]2[C:11]3=[N:12][CH:13]=[N:14][C:15]([NH2:16])=[C:10]3[C:9]([C:17]3[CH:22]=[CH:21][C:20]([Cl:23])=[CH:19][CH:18]=3)=[N:8]2)[CH2:6]1)=[O:34])[CH3:31]. (6) Given the reactants [CH3:1][O-:2].[Na+].[F:4][C:5]1[CH:10]=[C:9]([N+:11]([O-:13])=[O:12])[CH:8]=[C:7](F)[C:6]=1[N:15]1[CH:19]=[N:18][C:17]([CH3:20])=[N:16]1, predict the reaction product. The product is: [F:4][C:5]1[CH:10]=[C:9]([N+:11]([O-:13])=[O:12])[CH:8]=[C:7]([O:2][CH3:1])[C:6]=1[N:15]1[CH:19]=[N:18][C:17]([CH3:20])=[N:16]1.